From a dataset of Forward reaction prediction with 1.9M reactions from USPTO patents (1976-2016). Predict the product of the given reaction. (1) Given the reactants C[O:2][C:3](OC)([CH3:32])[C:4]([C:6]1[CH:10]([C:11]2[CH:16]=[CH:15][CH:14]=[CH:13][C:12]=2[O:17][CH3:18])[N:9]([C:19]2[CH:24]=[CH:23][C:22]([C:25]3[CH:29]=[CH:28][O:27][N:26]=3)=[CH:21][CH:20]=2)[C:8](=[O:30])[C:7]=1[OH:31])=[O:5].C(O)(=O)C, predict the reaction product. The product is: [O:5]=[C:4]([C:6]1[CH:10]([C:11]2[CH:16]=[CH:15][CH:14]=[CH:13][C:12]=2[O:17][CH3:18])[N:9]([C:19]2[CH:24]=[CH:23][C:22]([C:25]3[CH:29]=[CH:28][O:27][N:26]=3)=[CH:21][CH:20]=2)[C:8](=[O:30])[C:7]=1[OH:31])[C:3](=[O:2])[CH3:32]. (2) The product is: [Br:1][C:2]1[CH:3]=[CH:4][C:5]([O:6][C:7]2[CH:12]=[CH:11][C:10]([F:13])=[CH:9][C:8]=2[NH:14][S:15]([C:18]2[CH:19]=[CH:20][C:21]([C:22]([NH:47][CH2:46][CH2:45][N:42]3[CH2:41][CH2:40][N:39]([C:34]4[CH:35]=[CH:36][CH:37]=[CH:38][N:33]=4)[CH2:44][CH2:43]3)=[O:24])=[CH:25][CH:26]=2)(=[O:17])=[O:16])=[CH:27][CH:28]=1. Given the reactants [Br:1][C:2]1[CH:28]=[CH:27][C:5]([O:6][C:7]2[CH:12]=[CH:11][C:10]([F:13])=[CH:9][C:8]=2[NH:14][S:15]([C:18]2[CH:26]=[CH:25][C:21]([C:22]([OH:24])=O)=[CH:20][CH:19]=2)(=[O:17])=[O:16])=[CH:4][CH:3]=1.Cl.Cl.Cl.Cl.[N:33]1[CH:38]=[CH:37][CH:36]=[CH:35][C:34]=1[N:39]1[CH2:44][CH2:43][N:42]([CH2:45][CH2:46][NH2:47])[CH2:41][CH2:40]1, predict the reaction product. (3) Given the reactants [CH3:1][CH:2]1[CH2:7][CH2:6][N:5]([CH:8]2[CH2:13][CH2:12][NH:11][CH2:10][CH2:9]2)[CH2:4][CH2:3]1.[N:14]1[CH:19]=[CH:18][CH:17]=[C:16]([S:20](Cl)(=[O:22])=[O:21])[CH:15]=1, predict the reaction product. The product is: [CH3:1][CH:2]1[CH2:7][CH2:6][N:5]([CH:8]2[CH2:13][CH2:12][N:11]([S:20]([C:16]3[CH:15]=[N:14][CH:19]=[CH:18][CH:17]=3)(=[O:22])=[O:21])[CH2:10][CH2:9]2)[CH2:4][CH2:3]1. (4) The product is: [C:35]([O:1][CH2:2][CH:3]1[O:7][N:6]=[C:5]([C:8]2[CH:9]=[CH:10][C:11]([C:14]3[CH:19]=[CH:18][C:17]([N:20]4[CH2:24][C@H:23]([CH2:25][N:26]5[CH:30]=[CH:29][N:28]=[N:27]5)[O:22][C:21]4=[O:31])=[CH:16][C:15]=3[F:32])=[CH:12][N:13]=2)[CH2:4]1)(=[O:36])[C:34]([CH3:39])([CH3:38])[CH3:33]. Given the reactants [OH:1][CH2:2][CH:3]1[O:7][N:6]=[C:5]([C:8]2[N:13]=[CH:12][C:11]([C:14]3[CH:19]=[CH:18][C:17]([N:20]4[CH2:24][C@H:23]([CH2:25][N:26]5[CH:30]=[CH:29][N:28]=[N:27]5)[O:22][C:21]4=[O:31])=[CH:16][C:15]=3[F:32])=[CH:10][CH:9]=2)[CH2:4]1.[CH3:33][C:34]([CH3:39])([CH3:38])[C:35](O)=[O:36].CCN=C=NCCCN(C)C.Cl.N1C=CC=CC=1, predict the reaction product. (5) The product is: [Cl:1][C:2]1[C:3]([N:10]2[CH2:15][CH2:14][C@@H:13]([O:16][C:17]3[CH:18]=[CH:19][C:20]([NH:23][CH2:27][C@H:26]([O:28][CH2:29][CH2:30][CH2:31][O:32][CH3:33])[C@@H:25]([CH3:34])/[CH:24]=[CH:35]\[C:36]([O:38][CH2:39][CH3:40])=[O:37])=[CH:21][CH:22]=3)[C@H:12]([CH3:41])[CH2:11]2)=[CH:4][C:5]([O:8][CH3:9])=[N:6][CH:7]=1. Given the reactants [Cl:1][C:2]1[C:3]([N:10]2[CH2:15][CH2:14][C@@H:13]([O:16][C:17]3[CH:22]=[CH:21][C:20]([N:23]4[CH2:27][C@H:26]([O:28][CH2:29][CH2:30][CH2:31][O:32][CH3:33])[C@@H:25]([CH3:34])[C@@H:24]4[CH2:35][C:36]([O:38][CH2:39][CH3:40])=[O:37])=[CH:19][CH:18]=3)[C@H:12]([CH3:41])[CH2:11]2)=[CH:4][C:5]([O:8][CH3:9])=[N:6][CH:7]=1.[BH-](OC(C)=O)(OC(C)=O)OC(C)=O.[Na+].OP([O-])([O-])=O.[K+].[K+], predict the reaction product. (6) Given the reactants [F:1][C:2]1[CH:7]=[CH:6][C:5]([S:8]([NH:11][C:12]2[C:21]([C:22]([O:24][CH3:25])=[O:23])=[C:20]3[C:15]([C@H:16]4[CH2:26][C@H:17]4[CH2:18][O:19]3)=[CH:14][CH:13]=2)(=[O:10])=[O:9])=[C:4]([CH2:27][C@@H:28]2[CH2:32][CH2:31][NH:30][CH2:29]2)[CH:3]=1.FC1C=CC(S(NC2C(C(OC)=O)=C3C([C@H]4C[C@H]4CO3)=CC=2)(=O)=O)=C(C[C@H]2CCN(C(=O)C(F)(F)F)C2)C=1, predict the reaction product. The product is: [F:1][C:2]1[CH:7]=[CH:6][C:5]([S:8]([NH:11][C:12]2[C:21]([C:22]([O:24][CH3:25])=[O:23])=[C:20]3[C:15]([C@H:16]4[CH2:26][C@H:17]4[CH2:18][O:19]3)=[CH:14][CH:13]=2)(=[O:10])=[O:9])=[C:4]([CH2:27][C@H:28]2[CH2:32][CH2:31][NH:30][CH2:29]2)[CH:3]=1. (7) Given the reactants C([O:3][C:4](=O)[CH2:5][N:6]1[C:14]2[CH:13]=[C:12]3[NH:15][C:16]([C:18]4[C:26]5[C:21](=[CH:22][CH:23]=[CH:24][CH:25]=5)[NH:20][N:19]=4)=[N:17][C:11]3=[CH:10][C:9]=2[C:8]([CH3:28])([CH3:27])[C:7]1=[O:29])C.[NH3:31], predict the reaction product. The product is: [NH:20]1[C:21]2[C:26](=[CH:25][CH:24]=[CH:23][CH:22]=2)[C:18]([C:16]2[NH:15][C:12]3[C:11]([N:17]=2)=[CH:10][C:9]2[C:8]([CH3:28])([CH3:27])[C:7](=[O:29])[N:6]([CH2:5][C:4]([NH2:31])=[O:3])[C:14]=2[CH:13]=3)=[N:19]1. (8) Given the reactants FC1C=C(C=C(F)C=1)C[C@H]1[C@@H:10]([C@H:11]2[CH2:15][C@@H:14]([O:16]CC=C)[CH2:13][NH:12]2)[O:9]C(=O)N1.N[C@@H]([CH2:48][C:49]1[CH:54]=C(F)C=C(F)[CH:50]=1)[C@@H]([C@H]1CCCCN1[CH:48](C1C=CC=CC=1)[C:49]1[CH:54]=CC=C[CH:50]=1)O.[F:57][C:58]1[CH:59]=[C:60]([CH:87]=[C:88]([F:90])[CH:89]=1)[CH2:61][C@H:62]1[C@@H:66]([C@H:67]2[CH2:72][CH2:71][CH2:70][CH2:69][N:68]2[CH:73]([C:80]2[CH:85]=[CH:84][CH:83]=[CH:82][CH:81]=2)[C:74]2[CH:79]=[CH:78][CH:77]=[CH:76][CH:75]=2)[O:65][C:64](=[O:86])[NH:63]1.[Li+].[OH-:92].Cl, predict the reaction product. The product is: [C:49]([O:65][C:64]([N:12]1[CH2:13][C@H:14]([OH:16])[CH2:15][C@@H:11]1[C:10]([OH:9])=[O:92])=[O:86])([CH3:48])([CH3:50])[CH3:54].[NH2:63][C@@H:62]([CH2:61][C:60]1[CH:87]=[C:88]([F:90])[CH:89]=[C:58]([F:57])[CH:59]=1)[C@@H:66]([C@H:67]1[CH2:72][CH2:71][CH2:70][CH2:69][N:68]1[CH:73]([C:80]1[CH:81]=[CH:82][CH:83]=[CH:84][CH:85]=1)[C:74]1[CH:79]=[CH:78][CH:77]=[CH:76][CH:75]=1)[OH:65].